From a dataset of Full USPTO retrosynthesis dataset with 1.9M reactions from patents (1976-2016). Predict the reactants needed to synthesize the given product. (1) Given the product [F:24][C:20]1[CH:21]=[C:22]([F:23])[C:2]2[N:1]=[C:14]([N:29]3[CH2:30][CH2:31][N:26]([CH3:25])[CH2:27][CH2:28]3)[C:6]3[C:7]4[CH:13]=[CH:12][CH:11]=[CH:10][C:8]=4[S:9][C:5]=3[NH:4][C:3]=2[CH:19]=1, predict the reactants needed to synthesize it. The reactants are: [NH2:1][C:2]1[C:22]([F:23])=[CH:21][C:20]([F:24])=[CH:19][C:3]=1[NH:4][C:5]1[S:9][C:8]2[CH:10]=[CH:11][CH:12]=[CH:13][C:7]=2[C:6]=1[C:14](OCC)=O.[CH3:25][N:26]1[CH2:31][CH2:30][NH:29][CH2:28][CH2:27]1.C1(OC)C=CC=CC=1. (2) Given the product [CH3:27][N:28]([CH3:38])[C:29]1[CH:34]=[CH:33][C:32]([O:25][C:19]2[CH:20]=[CH:21][CH:22]=[C:23]3[C:18]=2[CH2:17][CH2:16][C@H:15]3[O:14][C:12]2[CH:11]=[CH:10][C:9]3[C@H:5]([CH2:4][C:3]([OH:26])=[O:2])[CH2:6][O:7][C:8]=3[CH:13]=2)=[CH:31][N:30]=1, predict the reactants needed to synthesize it. The reactants are: C[O:2][C:3](=[O:26])[CH2:4][C@H:5]1[C:9]2[CH:10]=[CH:11][C:12]([O:14][C@H:15]3[C:23]4[C:18](=[C:19]([OH:25])[CH:20]=[CH:21][C:22]=4F)[CH2:17][CH2:16]3)=[CH:13][C:8]=2[O:7][CH2:6]1.[CH3:27][N:28]([CH3:38])[C:29]1(B(O)O)[CH:34]=[CH:33][CH:32]=[CH:31][NH:30]1. (3) Given the product [CH3:1][O:2][C:3]1[CH:8]=[CH:7][CH:6]=[CH:5][C:4]=1[C:9]1[C:17]2[C:12](=[N:13][CH:14]=[C:15]([C:40]3[CH:39]=[C:38]([CH:42]([C:44]4[C:49]([CH3:50])=[CH:48][CH:47]=[CH:46][N:45]=4)[OH:43])[CH:37]=[CH:36][CH:41]=3)[CH:16]=2)[N:11]([CH2:27][O:28][CH2:29][CH2:30][Si:31]([CH3:32])([CH3:33])[CH3:34])[N:10]=1, predict the reactants needed to synthesize it. The reactants are: [CH3:1][O:2][C:3]1[CH:8]=[CH:7][CH:6]=[CH:5][C:4]=1[C:9]1[C:17]2[C:12](=[N:13][CH:14]=[C:15](B3OC(C)(C)C(C)(C)O3)[CH:16]=2)[N:11]([CH2:27][O:28][CH2:29][CH2:30][Si:31]([CH3:34])([CH3:33])[CH3:32])[N:10]=1.Br[C:36]1[CH:37]=[C:38]([CH:42]([C:44]2[C:49]([CH3:50])=[CH:48][CH:47]=[CH:46][N:45]=2)[OH:43])[CH:39]=[CH:40][CH:41]=1.C(=O)([O-])[O-].[Na+].[Na+].C(=O)(O)[O-].[Na+]. (4) Given the product [CH2:21]([NH:28][C:4]1[CH:3]=[C:2]([Br:1])[CH:7]=[CH:6][C:5]=1[N+:8]([O-:10])=[O:9])[C:22]1[CH:27]=[CH:26][CH:25]=[CH:24][CH:23]=1, predict the reactants needed to synthesize it. The reactants are: [Br:1][C:2]1[CH:7]=[CH:6][C:5]([N+:8]([O-:10])=[O:9])=[C:4](F)[CH:3]=1.C(N(C(C)C)CC)(C)C.[CH2:21]([NH2:28])[C:22]1[CH:27]=[CH:26][CH:25]=[CH:24][CH:23]=1.O. (5) Given the product [CH:2]1[C:14]2[N:13]3[C:12]4[C:7]([C:6]=2[CH:5]=[CH:4][CH:3]=1)=[CH:8][CH:9]=[CH:10][C:11]=4[NH:21][C:16]1[C:15]3=[CH:20][CH:19]=[CH:18][CH:17]=1, predict the reactants needed to synthesize it. The reactants are: F[C:2]1[C:14]2[N:13]([C:15]3[CH:20]=[CH:19][CH:18]=[CH:17][C:16]=3[NH2:21])[C:12]3[C:7](=[CH:8][CH:9]=[CH:10][CH:11]=3)[C:6]=2[CH:5]=[CH:4][CH:3]=1.[H-].[Na+]. (6) Given the product [C:11]([C:8]1([C:5]2[CH:6]=[CH:7][C:2]([C:16]3[CH:24]=[CH:23][C:19]([C:20]([OH:22])=[O:21])=[CH:18][CH:17]=3)=[CH:3][CH:4]=2)[CH2:10][CH2:9]1)(=[O:12])[NH2:13], predict the reactants needed to synthesize it. The reactants are: Br[C:2]1[CH:7]=[CH:6][C:5]([C:8]2([C:11]([NH2:13])=[O:12])[CH2:10][CH2:9]2)=[CH:4][CH:3]=1.OB(O)[C:16]1[CH:24]=[CH:23][C:19]([C:20]([OH:22])=[O:21])=[CH:18][CH:17]=1.C(=O)([O-])[O-].[Na+].[Na+].